Predict the product of the given reaction. From a dataset of Forward reaction prediction with 1.9M reactions from USPTO patents (1976-2016). (1) The product is: [F:32][C:29]1[CH:28]=[N:27][C:26]([CH2:3][N:4]2[CH2:9][CH2:8][N:7]([C:10]3[NH:11][C:12](=[O:21])[C:13]4[CH2:19][CH2:18][CH2:17][N:16]([CH3:20])[C:14]=4[N:15]=3)[CH2:6][CH2:5]2)=[N:31][CH:30]=1. Given the reactants F[B-](F)(F)[CH2:3][N:4]1[CH2:9][CH2:8][N:7]([C:10]2[NH:11][C:12](=[O:21])[C:13]3[CH2:19][CH2:18][CH2:17][N:16]([CH3:20])[C:14]=3[N:15]=2)[CH2:6][CH2:5]1.[K+].Cl[C:26]1[N:31]=[CH:30][C:29]([F:32])=[CH:28][N:27]=1.C(=O)([O-])[O-].[Cs+].[Cs+].CC(C1C=C(C(C)C)C(C2C=CC=CC=2P(C2CCCCC2)C2CCCCC2)=C(C(C)C)C=1)C, predict the reaction product. (2) The product is: [CH3:34][N:29]1[CH2:30][C:31]2[CH:32]=[C:24]3[NH:23][C:22]([C:16]4[C:17](=[O:21])[NH:18][CH:19]=[CH:20][C:15]=4[NH:14][CH:12]([CH3:13])[CH2:11][C:3]4[C:4]([F:10])=[C:5]([F:9])[CH:6]=[C:7]([F:8])[C:2]=4[F:1])=[N:36][C:25]3=[CH:26][C:27]=2[C:28]1=[O:35]. Given the reactants [F:1][C:2]1[C:7]([F:8])=[CH:6][C:5]([F:9])=[C:4]([F:10])[C:3]=1[CH2:11][CH:12]([NH:14][C:15]1[CH:20]=[CH:19][NH:18][C:17](=[O:21])[C:16]=1[C:22]1[NH:36][C:25]2=[CH:26][C:27]3[C:28](=[O:35])[N:29]([CH3:34])[C:30](=O)[C:31]=3[CH:32]=[C:24]2[N:23]=1)[CH3:13], predict the reaction product. (3) Given the reactants [CH3:1][O:2][C:3]([C@H:5]1[CH2:10][CH2:9][C@H:8]([CH2:11][NH:12][C:13]2[CH:18]=[C:17]([O:19][CH:20]3[CH2:25][CH2:24][CH2:23][CH2:22][O:21]3)[CH:16]=[CH:15][C:14]=2[N+:26]([O-])=O)[CH2:7][CH2:6]1)=[O:4].O.NN, predict the reaction product. The product is: [CH3:1][O:2][C:3]([C@H:5]1[CH2:6][CH2:7][C@H:8]([CH2:11][NH:12][C:13]2[CH:18]=[C:17]([O:19][CH:20]3[CH2:25][CH2:24][CH2:23][CH2:22][O:21]3)[CH:16]=[CH:15][C:14]=2[NH2:26])[CH2:9][CH2:10]1)=[O:4]. (4) Given the reactants COC1C=CC(C[N:8](CC2C=CC(OC)=CC=2)[C:9]2[N:14]=[C:13]([CH3:15])[N:12]=[C:11]([C:16]3[C:17]([NH:33][C:34]4[CH:43]=[C:42]5[C:37]([CH:38]=[CH:39][N:40]=[CH:41]5)=[CH:36][CH:35]=4)=[N:18][CH:19]=[C:20]([CH2:22][N:23]4[CH2:28][CH2:27][N:26]([S:29]([CH3:32])(=[O:31])=[O:30])[CH2:25][CH2:24]4)[CH:21]=3)[N:10]=2)=CC=1.S(O)(C(F)(F)F)(=O)=O.FC(C(O)=O)(F)F, predict the reaction product. The product is: [NH2:8][C:9]1[N:14]=[C:13]([CH3:15])[N:12]=[C:11]([C:16]2[C:17]([NH:33][C:34]3[CH:43]=[C:42]4[C:37]([CH:38]=[CH:39][N:40]=[CH:41]4)=[CH:36][CH:35]=3)=[N:18][CH:19]=[C:20]([CH2:22][N:23]3[CH2:24][CH2:25][N:26]([S:29]([CH3:32])(=[O:31])=[O:30])[CH2:27][CH2:28]3)[CH:21]=2)[N:10]=1. (5) The product is: [CH3:1][S:2]([O:5][CH:26]([CH2:27][N:28]1[C:36]([C:37]2[CH:42]=[CH:41][CH:40]=[C:39]([F:43])[CH:38]=2)=[C:35]2[C:30]([N:31]([CH3:47])[C:32](=[O:46])[N:33]([CH3:45])[C:34]2=[O:44])=[CH:29]1)[CH2:25][O:24][Si:17]([C:20]([CH3:23])([CH3:21])[CH3:22])([CH3:18])[CH3:19])(=[O:4])=[O:3]. Given the reactants [CH3:1][S:2]([O:5]S(C)(=O)=O)(=[O:4])=[O:3].C(N(CC)CC)C.[Si:17]([O:24][CH2:25][CH:26](O)[CH2:27][N:28]1[C:36]([C:37]2[CH:42]=[CH:41][CH:40]=[C:39]([F:43])[CH:38]=2)=[C:35]2[C:30]([N:31]([CH3:47])[C:32](=[O:46])[N:33]([CH3:45])[C:34]2=[O:44])=[CH:29]1)([C:20]([CH3:23])([CH3:22])[CH3:21])([CH3:19])[CH3:18], predict the reaction product. (6) Given the reactants [Cl:1][C:2]1[CH:7]=[CH:6][C:5]([C@H:8]2[C@@H:13]([C:14]3[CH:19]=[CH:18][C:17]([Cl:20])=[CH:16][CH:15]=3)[N:12]([C@H:21]([CH2:27][CH2:28][CH3:29])[C:22]([O:24]CC)=O)[C:11](=[O:30])[C@H:10]([CH2:31][C:32]3[CH:37]=[CH:36][C:35]([I:38])=[C:34]([F:39])[CH:33]=3)[O:9]2)=[CH:4][CH:3]=1.[NH3:40], predict the reaction product. The product is: [Cl:1][C:2]1[CH:3]=[CH:4][C:5]([C@H:8]2[C@@H:13]([C:14]3[CH:19]=[CH:18][C:17]([Cl:20])=[CH:16][CH:15]=3)[N:12]([C@H:21]([CH2:27][CH2:28][CH3:29])[C:22]([NH2:40])=[O:24])[C:11](=[O:30])[C@H:10]([CH2:31][C:32]3[CH:37]=[CH:36][C:35]([I:38])=[C:34]([F:39])[CH:33]=3)[O:9]2)=[CH:6][CH:7]=1.